From a dataset of Forward reaction prediction with 1.9M reactions from USPTO patents (1976-2016). Predict the product of the given reaction. (1) Given the reactants [F:1][C:2]1[C:7]([F:8])=[CH:6][CH:5]=[CH:4][C:3]=1[NH:9][C:10]1[N:20]=[C:19]([NH:21][C:22]2[CH:27]=[CH:26][C:25]([N:28]3[CH2:33][CH2:32][N:31](C(OC(C)(C)C)=O)[CH2:30][CH2:29]3)=[CH:24][C:23]=2[O:41][CH3:42])[C:13]2[C:14](=[O:18])[NH:15][N:16]=[CH:17][C:12]=2[CH:11]=1.FC(F)(F)C(O)=O, predict the reaction product. The product is: [F:1][C:2]1[C:7]([F:8])=[CH:6][CH:5]=[CH:4][C:3]=1[NH:9][C:10]1[N:20]=[C:19]([NH:21][C:22]2[CH:27]=[CH:26][C:25]([N:28]3[CH2:33][CH2:32][NH:31][CH2:30][CH2:29]3)=[CH:24][C:23]=2[O:41][CH3:42])[C:13]2[C:14](=[O:18])[NH:15][N:16]=[CH:17][C:12]=2[CH:11]=1. (2) Given the reactants [C:1]([O:5][C:6]([N:8]([CH3:20])[C:9]1[CH:10]=[C:11]([CH:17]=[CH:18][CH:19]=1)[O:12][CH2:13][C:14](O)=[O:15])=[O:7])([CH3:4])([CH3:3])[CH3:2].[NH3:21], predict the reaction product. The product is: [NH2:21][C:14](=[O:15])[CH2:13][O:12][C:11]1[CH:10]=[C:9]([N:8]([CH3:20])[C:6](=[O:7])[O:5][C:1]([CH3:4])([CH3:3])[CH3:2])[CH:19]=[CH:18][CH:17]=1.